This data is from HIV replication inhibition screening data with 41,000+ compounds from the AIDS Antiviral Screen. The task is: Binary Classification. Given a drug SMILES string, predict its activity (active/inactive) in a high-throughput screening assay against a specified biological target. (1) The compound is N#Cc1c(N=Cc2cc(Cl)cc(Cl)c2O)sc2c1CCC2. The result is 0 (inactive). (2) The compound is CC(C)CCCC(C)C1CCC2C3CCC4CC(=C(c5cc(Cl)c(O)c(C(=O)O)c5)c5cc(Cl)c(O)c(C(=O)O)c5)CCC4(C)C3CCC12C.N. The result is 1 (active).